Dataset: hERG potassium channel inhibition data for cardiac toxicity prediction from Karim et al.. Task: Regression/Classification. Given a drug SMILES string, predict its toxicity properties. Task type varies by dataset: regression for continuous values (e.g., LD50, hERG inhibition percentage) or binary classification for toxic/non-toxic outcomes (e.g., AMES mutagenicity, cardiotoxicity, hepatotoxicity). Dataset: herg_karim. (1) The compound is C[NH+]1CCN(C2=Nc3ccccc3Nc3sc(CO)cc32)CC1. The result is 0 (non-blocker). (2) The drug is COc1ccccc1-c1nc2c(C(=O)N[C@H]3C[C@@H]4CCC[C@H](C3)N4C)cccc2o1. The result is 1 (blocker).